From a dataset of Forward reaction prediction with 1.9M reactions from USPTO patents (1976-2016). Predict the product of the given reaction. (1) Given the reactants [CH3:1][N:2]([CH3:19])[C:3]([C@H:5]1[CH2:9][CH2:8][CH2:7][N:6]1[C:10]1[CH:15]=[CH:14][C:13]([N+:16]([O-])=O)=[CH:12][CH:11]=1)=[O:4].C([O-])=O.[NH4+], predict the reaction product. The product is: [CH3:1][N:2]([CH3:19])[C:3]([C@@H:5]1[CH2:9][CH2:8][CH2:7][N:6]1[C:10]1[CH:11]=[CH:12][C:13]([NH2:16])=[CH:14][CH:15]=1)=[O:4]. (2) Given the reactants [CH3:1][O:2][C:3]1[CH:9]=[CH:8][C:6]([OH:7])=[CH:5][C:4]=1[OH:10].[OH:11][C:12]1[CH:17]=[CH:16][C:15]([CH2:18][C:19](O)=[O:20])=[CH:14][CH:13]=1.B(F)(F)F.CCOCC, predict the reaction product. The product is: [OH:7][C:6]1[CH:5]=[C:4]([OH:10])[C:3]([O:2][CH3:1])=[CH:9][C:8]=1[C:19]([CH2:18][C:15]1[CH:16]=[CH:17][C:12]([OH:11])=[CH:13][CH:14]=1)=[O:20]. (3) Given the reactants [NH2:1][C:2]1[S:6][C:5]2[CH2:7][CH2:8][CH2:9][C:4]=2[C:3]=1[C:10]([C:12]1[S:13][CH:14]=[CH:15][CH:16]=1)=O.[CH:17]1([C:20](=[O:25])[CH2:21][C:22](=O)[CH3:23])[CH2:19][CH2:18]1, predict the reaction product. The product is: [CH:17]1([C:20]([C:21]2[C:10]([C:12]3[S:13][CH:14]=[CH:15][CH:16]=3)=[C:3]3[C:4]4[CH2:9][CH2:8][CH2:7][C:5]=4[S:6][C:2]3=[N:1][C:22]=2[CH3:23])=[O:25])[CH2:19][CH2:18]1. (4) Given the reactants [CH3:1][O:2][C:3]1[CH:8]=[C:7]([O:9][C:10]([F:13])([F:12])[F:11])[CH:6]=[CH:5][C:4]=1[C:14]1[N:19]=[C:18]2[C:20]([CH3:32])=[CH:21][N:22]([C@@H:23]([CH2:30][CH3:31])[CH2:24]OS(C)(=O)=O)[C:17]2=[CH:16][C:15]=1[CH3:33].[CH3:34][S:35]([O:37][Na])=[O:36].O, predict the reaction product. The product is: [CH3:34][S:35]([CH2:24][C@@H:23]([N:22]1[C:17]2[C:18](=[N:19][C:14]([C:4]3[CH:5]=[CH:6][C:7]([O:9][C:10]([F:11])([F:12])[F:13])=[CH:8][C:3]=3[O:2][CH3:1])=[C:15]([CH3:33])[CH:16]=2)[C:20]([CH3:32])=[CH:21]1)[CH2:30][CH3:31])(=[O:37])=[O:36]. (5) Given the reactants [CH3:1][C:2]1[N:7]=[CH:6][C:5]([C:8]([OH:10])=O)=[CH:4][CH:3]=1.N1(O)C2C=CC=CC=2N=N1.C1(N=C=N)CCCCC1.[CH:30]1([N:34]2[CH2:40][CH2:39][C:38]3[S:41][C:42]([CH:44]4[CH2:48][CH2:47][NH:46][CH2:45]4)=[N:43][C:37]=3[CH2:36][CH2:35]2)[CH2:33][CH2:32][CH2:31]1, predict the reaction product. The product is: [CH:30]1([N:34]2[CH2:40][CH2:39][C:38]3[S:41][C:42]([CH:44]4[CH2:48][CH2:47][N:46]([C:8]([C:5]5[CH:6]=[N:7][C:2]([CH3:1])=[CH:3][CH:4]=5)=[O:10])[CH2:45]4)=[N:43][C:37]=3[CH2:36][CH2:35]2)[CH2:31][CH2:32][CH2:33]1. (6) Given the reactants O[CH2:2][C:3]1[CH:12]=[N:11][C:10]2[N:9]3[CH2:13][CH2:14][CH2:15][CH2:16][CH:8]3[C:7](=[O:17])[NH:6][C:5]=2[CH:4]=1.[I-].C(C[P+](C)(C)C)#N.C(N(C(C)C)C(C)C)C.Cl.[Cl:36][C:37]1[CH:42]=[CH:41][C:40]([N:43]2[CH2:48][CH2:47][NH:46][CH2:45][CH2:44]2)=[CH:39][CH:38]=1, predict the reaction product. The product is: [Cl:36][C:37]1[CH:38]=[CH:39][C:40]([N:43]2[CH2:48][CH2:47][N:46]([CH2:2][C:3]3[CH:12]=[N:11][C:10]4[N:9]5[CH2:13][CH2:14][CH2:15][CH2:16][CH:8]5[C:7](=[O:17])[NH:6][C:5]=4[CH:4]=3)[CH2:45][CH2:44]2)=[CH:41][CH:42]=1. (7) Given the reactants C([O:3][C:4](=[O:41])[CH2:5][N:6]1[CH2:11][CH2:10][CH:9]([C:12]2[N:20]=[C:19]3[N:14]([C:15]([NH:29][CH2:30][CH2:31][NH:32][C:33]4[CH:38]=[CH:37][C:36]([C:39]#[N:40])=[CH:35][N:34]=4)=[N:16][C:17]([C:21]4[CH:26]=[CH:25][C:24]([Cl:27])=[CH:23][C:22]=4[Cl:28])=[CH:18]3)[N:13]=2)[CH2:8][CH2:7]1)C.O.[OH-].[Na+], predict the reaction product. The product is: [C:39]([C:36]1[CH:37]=[CH:38][C:33]([NH:32][CH2:31][CH2:30][NH:29][C:15]2[N:14]3[N:13]=[C:12]([CH:9]4[CH2:10][CH2:11][N:6]([CH2:5][C:4]([OH:41])=[O:3])[CH2:7][CH2:8]4)[N:20]=[C:19]3[CH:18]=[C:17]([C:21]3[CH:26]=[CH:25][C:24]([Cl:27])=[CH:23][C:22]=3[Cl:28])[N:16]=2)=[N:34][CH:35]=1)#[N:40].